From a dataset of Reaction yield outcomes from USPTO patents with 853,638 reactions. Predict the reaction yield, written as a fraction of the theoretical maximum amount of product (1.0 means a 100% yield; for example, 0.34 means a 34% yield). (1) The reactants are [CH3:1][N:2]1[C:7](=[O:8])[C:6]([NH:9][C:10]2[CH:15]=[CH:14][C:13]([N:16]3[CH2:21][CH2:20][N:19]([CH3:22])[CH2:18][CH2:17]3)=[CH:12][N:11]=2)=[CH:5][C:4]([C:23]2[CH:30]=[N:29][CH:28]=[C:27]([N:31]3[CH2:43][CH2:42][N:34]4[C:35]5[CH2:36][CH2:37][CH2:38][CH2:39][C:40]=5[CH:41]=[C:33]4[C:32]3=[O:44])[C:24]=2[CH:25]=[O:26])=[CH:3]1.[BH4-].[Na+]. The catalyst is CO. The product is [OH:26][CH2:25][C:24]1[C:23]([C:4]2[CH:5]=[C:6]([NH:9][C:10]3[CH:15]=[CH:14][C:13]([N:16]4[CH2:17][CH2:18][N:19]([CH3:22])[CH2:20][CH2:21]4)=[CH:12][N:11]=3)[C:7](=[O:8])[N:2]([CH3:1])[CH:3]=2)=[CH:30][N:29]=[CH:28][C:27]=1[N:31]1[CH2:43][CH2:42][N:34]2[C:35]3[CH2:36][CH2:37][CH2:38][CH2:39][C:40]=3[CH:41]=[C:33]2[C:32]1=[O:44]. The yield is 0.200. (2) The reactants are Cl[CH2:2][C:3]1[CH:21]=[CH:20][C:6]([O:7][CH2:8][C:9]2[N:10]=[C:11]([C:15]3[O:16][CH:17]=[CH:18][CH:19]=3)[O:12][C:13]=2[CH3:14])=[C:5]([O:22][CH3:23])[CH:4]=1.[OH:24][C:25]1[C:29]([C:30]([O:32][CH2:33][CH3:34])=[O:31])=[CH:28][N:27]([CH2:35][C:36]2[CH:37]=[N:38][CH:39]=[CH:40][CH:41]=2)[N:26]=1.CN(C)C=O.[H-].[Na+]. The catalyst is O. The product is [O:16]1[CH:17]=[CH:18][CH:19]=[C:15]1[C:11]1[O:12][C:13]([CH3:14])=[C:9]([CH2:8][O:7][C:6]2[CH:20]=[CH:21][C:3]([CH2:2][O:24][C:25]3[C:29]([C:30]([O:32][CH2:33][CH3:34])=[O:31])=[CH:28][N:27]([CH2:35][C:36]4[CH:37]=[N:38][CH:39]=[CH:40][CH:41]=4)[N:26]=3)=[CH:4][C:5]=2[O:22][CH3:23])[N:10]=1. The yield is 0.680. (3) The reactants are [NH2:1][C:2]1[CH:3]=[C:4]([CH:21]=[CH:22][CH:23]=1)[O:5][C:6]1[CH:7]=[CH:8][C:9]2[N:10]([CH:12]=[C:13]([NH:15][C:16]([CH:18]3[CH2:20][CH2:19]3)=[O:17])[N:14]=2)[N:11]=1.[C:24](Cl)(=[O:31])[C:25]1[CH:30]=[CH:29][CH:28]=[CH:27][CH:26]=1. The catalyst is CN1CCCC1=O. The product is [CH:18]1([C:16]([NH:15][C:13]2[N:14]=[C:9]3[CH:8]=[CH:7][C:6]([O:5][C:4]4[CH:3]=[C:2]([NH:1][C:24](=[O:31])[C:25]5[CH:30]=[CH:29][CH:28]=[CH:27][CH:26]=5)[CH:23]=[CH:22][CH:21]=4)=[N:11][N:10]3[CH:12]=2)=[O:17])[CH2:20][CH2:19]1. The yield is 0.850. (4) The reactants are [Br:1][C:2]1[CH:7]=[CH:6][C:5](/[C:8](=[N:14]\[O:15][CH2:16][C:17]2[CH:22]=[CH:21][C:20]([O:23][CH2:24][C:25]3[N:26]=[C:27]([C:31]4[CH:36]=[CH:35][CH:34]=[CH:33][CH:32]=4)[O:28][C:29]=3[CH3:30])=[CH:19][CH:18]=2)/[C:9]([O:11]CC)=[O:10])=[CH:4][CH:3]=1.Cl. The catalyst is O1CCCC1.CO.[OH-].[Na+]. The product is [Br:1][C:2]1[CH:7]=[CH:6][C:5](/[C:8](=[N:14]\[O:15][CH2:16][C:17]2[CH:22]=[CH:21][C:20]([O:23][CH2:24][C:25]3[N:26]=[C:27]([C:31]4[CH:32]=[CH:33][CH:34]=[CH:35][CH:36]=4)[O:28][C:29]=3[CH3:30])=[CH:19][CH:18]=2)/[C:9]([OH:11])=[O:10])=[CH:4][CH:3]=1. The yield is 0.990. (5) The reactants are [Br:1][C:2]1[CH:3]=[CH:4][C:5](F)=[N:6][CH:7]=1.[NH:9]1[CH2:14][CH2:13][CH:12]([C:15]([O:17][CH2:18][CH3:19])=[O:16])[CH2:11][CH2:10]1. The catalyst is N1C=CC=CC=1.C(Cl)Cl. The product is [Br:1][C:2]1[CH:3]=[CH:4][C:5]([N:9]2[CH2:14][CH2:13][CH:12]([C:15]([O:17][CH2:18][CH3:19])=[O:16])[CH2:11][CH2:10]2)=[N:6][CH:7]=1. The yield is 0.990.